The task is: Predict which catalyst facilitates the given reaction.. This data is from Catalyst prediction with 721,799 reactions and 888 catalyst types from USPTO. (1) Reactant: Br[C:2]1[CH:9]=[C:6]([CH:7]=[O:8])[C:5]([OH:10])=[CH:4][CH:3]=1.[C:11]([C:15]1[CH:20]=[CH:19][C:18](B(O)O)=[CH:17][CH:16]=1)([CH3:14])([CH3:13])[CH3:12].C([O-])([O-])=O.[K+].[K+]. Product: [C:11]([C:15]1[CH:20]=[CH:19][C:18]([C:2]2[CH:9]=[C:6]([CH:7]=[O:8])[C:5]([OH:10])=[CH:4][CH:3]=2)=[CH:17][CH:16]=1)([CH3:14])([CH3:13])[CH3:12]. The catalyst class is: 109. (2) Reactant: N(C(OC(C)C)=O)=NC(OC(C)C)=O.[C:15]([O:24][CH3:25])(=[O:23])[C:16]1[C:17](=[CH:19][CH:20]=[CH:21][CH:22]=1)[OH:18].O[CH2:27][CH:28]1[O:33][CH2:32][CH2:31][N:30]([C:34]([O:36][C:37]([CH3:40])([CH3:39])[CH3:38])=[O:35])[CH2:29]1.C1(P(C2C=CC=CC=2)C2C=CC=CC=2)C=CC=CC=1. Product: [C:37]([O:36][C:34]([N:30]1[CH2:31][CH2:32][O:33][CH:28]([CH2:27][O:18][C:17]2[CH:19]=[CH:20][CH:21]=[CH:22][C:16]=2[C:15]([O:24][CH3:25])=[O:23])[CH2:29]1)=[O:35])([CH3:40])([CH3:38])[CH3:39]. The catalyst class is: 1.